From a dataset of Catalyst prediction with 721,799 reactions and 888 catalyst types from USPTO. Predict which catalyst facilitates the given reaction. (1) Reactant: C([O:3][CH:4](OCC)[CH2:5][CH2:6][NH:7][C:8]([C:10]1[CH:14]=[C:13]([C:15]2[CH:20]=[C:19]([O:21][C:22]3[CH:27]=[CH:26][C:25]([NH:28][C:29]([NH:31][C:32]4[CH:37]=[C:36]([CH3:38])[CH:35]=[CH:34][C:33]=4[F:39])=[O:30])=[C:24]([F:40])[CH:23]=3)[CH:18]=[CH:17][N:16]=2)[NH:12][CH:11]=1)=[O:9])C.Cl.O. Product: [F:40][C:24]1[CH:23]=[C:22]([CH:27]=[CH:26][C:25]=1[NH:28][C:29]([NH:31][C:32]1[CH:37]=[C:36]([CH3:38])[CH:35]=[CH:34][C:33]=1[F:39])=[O:30])[O:21][C:19]1[CH:18]=[CH:17][N:16]=[C:15]([C:13]2[NH:12][CH:11]=[C:10]([C:8]([NH:7][CH2:6][CH2:5][CH:4]=[O:3])=[O:9])[CH:14]=2)[CH:20]=1. The catalyst class is: 1. (2) Reactant: C(P(C(C)(C)C)C1C=CC=CC=1C1C=CC=CC=1)(C)(C)C.CC(C)([O-])C.[Na+].[CH3:28][O:29][C:30]1[CH:37]=[CH:36][C:33]([CH2:34][NH2:35])=[CH:32][CH:31]=1.Br[C:39]1[CH:40]=[CH:41][C:42]([C:45]2([C:51]#[N:52])[CH2:50][CH2:49][CH2:48][CH2:47][CH2:46]2)=[N:43][CH:44]=1. Product: [CH3:28][O:29][C:30]1[CH:37]=[CH:36][C:33]([CH2:34][NH:35][C:39]2[CH:40]=[CH:41][C:42]([C:45]3([C:51]#[N:52])[CH2:50][CH2:49][CH2:48][CH2:47][CH2:46]3)=[N:43][CH:44]=2)=[CH:32][CH:31]=1. The catalyst class is: 706. (3) Reactant: [F:1][C:2]([C:5]1[CH:9]=[C:8]([NH2:10])[O:7][N:6]=1)([F:4])[CH3:3].C(=O)([O-])[O-].[K+].[K+].Cl[C:18]([O:20][C:21]1[CH:26]=[CH:25][CH:24]=[CH:23][CH:22]=1)=[O:19]. Product: [F:1][C:2]([C:5]1[CH:9]=[C:8]([NH:10][C:18](=[O:19])[O:20][C:21]2[CH:26]=[CH:25][CH:24]=[CH:23][CH:22]=2)[O:7][N:6]=1)([F:4])[CH3:3]. The catalyst class is: 1. (4) Reactant: [NH2:1][CH2:2][C@@H:3]1[O:7][C:6](=[O:8])[N:5]([C:9]2[CH:14]=[C:13]([F:15])[C:12]([N:16]3[CH2:21][CH2:20][CH:19]([N:22]4[CH:26]=[N:25][N:24]=[N:23]4)[CH2:18][CH2:17]3)=[C:11]([F:27])[CH:10]=2)[CH2:4]1.[CH:28]1([C:31](O)=[O:32])[CH2:30][CH2:29]1.C1C=CC2N(O)N=NC=2C=1.CCN=C=NCCCN(C)C.Cl.CN1CCOCC1. Product: [F:27][C:11]1[CH:10]=[C:9]([N:5]2[CH2:4][C@H:3]([CH2:2][NH:1][C:31]([CH:28]3[CH2:30][CH2:29]3)=[O:32])[O:7][C:6]2=[O:8])[CH:14]=[C:13]([F:15])[C:12]=1[N:16]1[CH2:17][CH2:18][CH:19]([N:22]2[CH:26]=[N:25][N:24]=[N:23]2)[CH2:20][CH2:21]1. The catalyst class is: 9. (5) Reactant: ClC1C(OC2C=CN=C(Cl)C=2)=CC(F)=C([NH:8][C:9]([C:11]2[C:12](=[O:27])[N:13]([C:20]3[CH:25]=[CH:24][C:23]([F:26])=[CH:22][CH:21]=3)[CH:14]=[CH:15][C:16]=2[O:17][CH2:18][CH3:19])=[O:10])C=1.C1(C(N)=O)CC1.C([O-])([O-])=O.[Cs+].[Cs+].CC1(C)C2C(=C(P(C3C=CC=CC=3)C3C=CC=CC=3)C=CC=2)OC2C(P(C3C=CC=CC=3)C3C=CC=CC=3)=CC=CC1=2. Product: [CH2:18]([O:17][C:16]1[CH:15]=[CH:14][N:13]([C:20]2[CH:25]=[CH:24][C:23]([F:26])=[CH:22][CH:21]=2)[C:12](=[O:27])[C:11]=1[C:9]([NH2:8])=[O:10])[CH3:19]. The catalyst class is: 102. (6) Reactant: O=S1(=O)[N:6]([CH2:7][C:8]2[CH:13]=[CH:12][CH:11]=[CH:10][CH:9]=2)[C@@H:5]([CH:14]([CH3:16])[CH3:15])[CH2:4]O1.[F-:18].C([N+](CCCC)(CCCC)CCCC)CCC. Product: [CH2:7]([NH:6][C@@H:5]([CH:14]([CH3:16])[CH3:15])[CH2:4][F:18])[C:8]1[CH:13]=[CH:12][CH:11]=[CH:10][CH:9]=1. The catalyst class is: 1. (7) Reactant: [I:1][C:2]1[C:10]2[C:5](=[N:6][CH:7]=[N:8][C:9]=2[NH2:11])[NH:4][N:3]=1.C(=O)([O-])[O-].[Cs+].[Cs+].I[CH2:19][CH3:20].CCOC(C)=O. Product: [CH2:19]([N:4]1[C:5]2=[N:6][CH:7]=[N:8][C:9]([NH2:11])=[C:10]2[C:2]([I:1])=[N:3]1)[CH3:20]. The catalyst class is: 9.